Dataset: Catalyst prediction with 721,799 reactions and 888 catalyst types from USPTO. Task: Predict which catalyst facilitates the given reaction. (1) Reactant: [CH2:1]([C:3]1[C:7]([C:8]([O:10]CC2C=CC=CC=2)=[O:9])=[C:6]([CH:18]=[O:19])[NH:5][C:4]=1[C:20]([O:22][C:23]([CH3:26])([CH3:25])[CH3:24])=[O:21])[CH3:2].C1CC=CCC=1. Product: [C:23]([O:22][C:20]([C:4]1[NH:5][C:6]([CH:18]=[O:19])=[C:7]([C:8]([OH:10])=[O:9])[C:3]=1[CH2:1][CH3:2])=[O:21])([CH3:26])([CH3:25])[CH3:24]. The catalyst class is: 29. (2) Reactant: [Cl:1][C:2]1[CH:8]=[CH:7][C:5]([NH2:6])=[CH:4][CH:3]=1.Br[CH2:10][C:11]([O:13][CH2:14][CH3:15])=[O:12].C(=O)([O-])[O-].[K+].[K+]. Product: [Cl:1][C:2]1[CH:8]=[CH:7][C:5]([NH:6][CH2:10][C:11]([O:13][CH2:14][CH3:15])=[O:12])=[CH:4][CH:3]=1. The catalyst class is: 10. (3) Reactant: [C:1]([O:5][C:6]([NH:8][CH:9]([CH2:16][CH:17]([C:21]1[C:26]([F:27])=[CH:25][CH:24]=[C:23]([F:28])[C:22]=1[F:29])[C:18](=O)[CH3:19])[C:10](OC(C)C)=[O:11])=[O:7])([CH3:4])([CH3:3])[CH3:2].C([NH2:33])(C)C. Product: [CH3:19][C@H:18]1[NH:33][C:10](=[O:11])[CH:9]([NH:8][C:6](=[O:7])[O:5][C:1]([CH3:4])([CH3:3])[CH3:2])[CH2:16][C@H:17]1[C:21]1[C:26]([F:27])=[CH:25][CH:24]=[C:23]([F:28])[C:22]=1[F:29]. The catalyst class is: 16. (4) Reactant: C(OC(N1CCN(C2S[C:16]([C:32]([OH:34])=O)=[C:17]([C:19]3[CH:24]=[CH:23][C:22]([O:25][C:26]4[CH:31]=[CH:30][CH:29]=[CH:28][CH:27]=4)=[CH:21][CH:20]=3)[N:18]=2)CC1)=O)(C)(C)C.[C:35]([CH2:37][C:38]([OH:40])=O)#[N:36].CCN=C=NC[CH2:47][CH2:48][N:49]([CH3:51])C.C1C=CC2N(O)N=[N:58][C:56]=2C=1.CC[N:64](C(C)C)C(C)C. Product: [C:35]([CH2:37][C:38]([N:58]1[CH2:47][CH:48]([N:49]2[CH:51]=[C:16]([C:32]([NH2:64])=[O:34])[C:17]([C:19]3[CH:20]=[CH:21][C:22]([O:25][C:26]4[CH:27]=[CH:28][CH:29]=[CH:30][CH:31]=4)=[CH:23][CH:24]=3)=[N:18]2)[CH2:56]1)=[O:40])#[N:36]. The catalyst class is: 2. (5) Reactant: Cl[CH2:2][C:3]([N:5]1[CH2:10][CH2:9][N:8]([C:11]2[CH:16]=[CH:15][C:14]([Cl:17])=[C:13]([O:18][CH3:19])[CH:12]=2)[CH2:7][CH2:6]1)=[O:4].[C:20]1([CH:26]2[CH2:30][O:29][C:28](=[O:31])[NH:27]2)[CH:25]=[CH:24][CH:23]=[CH:22][CH:21]=1.C([O-])([O-])=O.[Cs+].[Cs+]. Product: [Cl:17][C:14]1[CH:15]=[CH:16][C:11]([N:8]2[CH2:9][CH2:10][N:5]([C:3](=[O:4])[CH2:2][N:27]3[CH:26]([C:20]4[CH:25]=[CH:24][CH:23]=[CH:22][CH:21]=4)[CH2:30][O:29][C:28]3=[O:31])[CH2:6][CH2:7]2)=[CH:12][C:13]=1[O:18][CH3:19]. The catalyst class is: 3.